Dataset: Full USPTO retrosynthesis dataset with 1.9M reactions from patents (1976-2016). Task: Predict the reactants needed to synthesize the given product. (1) Given the product [NH2:1][C:2]1[C:3]2[N:4]([C:8]([C@@H:12]3[CH2:20][CH2:19][C@@H:18]4[N:14]([C:15](=[O:21])[CH2:16][CH2:17]4)[CH2:13]3)=[N:9][C:10]=2[C:25]2[CH:26]=[CH:27][C:28]([C:30]([NH:31][C:32]3[CH:37]=[C:36]([C:38]([F:41])([F:39])[F:40])[CH:35]=[CH:34][N:33]=3)=[O:42])=[CH:29][C:24]=2[O:23][CH3:22])[CH:5]=[CH:6][N:7]=1, predict the reactants needed to synthesize it. The reactants are: [NH2:1][C:2]1[C:3]2[N:4]([C:8]([C@@H:12]3[CH2:20][CH2:19][C@@H:18]4[N:14]([C:15](=[O:21])[CH2:16][CH2:17]4)[CH2:13]3)=[N:9][C:10]=2Br)[CH:5]=[CH:6][N:7]=1.[CH3:22][O:23][C:24]1[CH:29]=[C:28]([C:30](=[O:42])[NH:31][C:32]2[CH:37]=[C:36]([C:38]([F:41])([F:40])[F:39])[CH:35]=[CH:34][N:33]=2)[CH:27]=[CH:26][C:25]=1[B-](F)(F)F.[K+].C([O-])([O-])=O.[K+].[K+]. (2) Given the product [CH3:1][O:2][CH2:3][CH2:4][CH2:5][N:6]1[C:11]2[CH:12]=[C:13]([CH2:16][O:17][C@H:18]3[CH2:23][N:22]([S:24]([C:27]4[CH:32]=[CH:31][C:30]([CH3:33])=[CH:29][CH:28]=4)(=[O:25])=[O:26])[C@H:21]([CH2:34][C:35]([CH3:39])([CH3:40])[C:36]([NH:51][CH2:50][C@H:49]4[CH2:48][CH2:47][O:46][CH2:45][C@@H:44]4[CH3:43])=[O:37])[CH2:20][CH2:19]3)[CH:14]=[CH:15][C:10]=2[O:9][C:8]([CH3:42])([CH3:41])[CH2:7]1, predict the reactants needed to synthesize it. The reactants are: [CH3:1][O:2][CH2:3][CH2:4][CH2:5][N:6]1[C:11]2[CH:12]=[C:13]([CH2:16][O:17][C@H:18]3[CH2:23][N:22]([S:24]([C:27]4[CH:32]=[CH:31][C:30]([CH3:33])=[CH:29][CH:28]=4)(=[O:26])=[O:25])[C@H:21]([CH2:34][C:35]([CH3:40])([CH3:39])[C:36](O)=[O:37])[CH2:20][CH2:19]3)[CH:14]=[CH:15][C:10]=2[O:9][C:8]([CH3:42])([CH3:41])[CH2:7]1.[CH3:43][C@@H:44]1[C@@H:49]([CH2:50][NH2:51])[CH2:48][CH2:47][O:46][CH2:45]1. (3) Given the product [Cl:1][CH2:2][C@@H:3]([OH:15])[CH2:4][C@@H:5]([OH:14])[CH2:6][C:7]([O:9][C:10]([CH3:11])([CH3:12])[CH3:13])=[O:8], predict the reactants needed to synthesize it. The reactants are: [Cl:1][CH2:2][C@@H:3]([OH:15])[CH2:4][C:5](=[O:14])[CH2:6][C:7]([O:9][C:10]([CH3:13])([CH3:12])[CH3:11])=[O:8].O=C[C@@H]([C@H]([C@@H]([C@@H](CO)O)O)O)O.[OH-].[Na+].